Dataset: Reaction yield outcomes from USPTO patents with 853,638 reactions. Task: Predict the reaction yield, written as a fraction of the theoretical maximum amount of product (1.0 means a 100% yield; for example, 0.34 means a 34% yield). (1) The catalyst is O1CCCC1.O. The reactants are [NH2:1][C@H:2]([C:6]([OH:8])=[O:7])[CH:3]([CH3:5])[CH3:4].C([O-])(O)=O.[Na+].[CH3:14][O:15][C:16](Cl)=[O:17].Cl. The product is [CH3:14][O:15][C:16]([NH:1][C@@H:2]([CH:3]([CH3:5])[CH3:4])[C:6]([OH:8])=[O:7])=[O:17]. The yield is 0.980. (2) The reactants are [N:1]1[CH:2]=[CH:3][N:4]2[C:9]=1[CH:8]=[CH:7][C:6]([C:10]1[CH:11]=[C:12]([C:16](=[O:22])[CH2:17][CH2:18][CH:19]([CH3:21])[CH3:20])[CH:13]=[CH:14][CH:15]=1)=[N:5]2.[Br:23]Br. The catalyst is CC(O)=O. The product is [Br:23][C:3]1[N:4]2[N:5]=[C:6]([C:10]3[CH:11]=[C:12]([C:16](=[O:22])[CH2:17][CH2:18][CH:19]([CH3:20])[CH3:21])[CH:13]=[CH:14][CH:15]=3)[CH:7]=[CH:8][C:9]2=[N:1][CH:2]=1. The yield is 0.860. (3) The reactants are [F:1][C:2]1[CH:7]=[C:6]([F:8])[CH:5]=[CH:4][C:3]=1[NH2:9].N1C=CC=CC=1.Cl[C:17]([O:19][CH2:20][C:21]1[CH:26]=[CH:25][CH:24]=[CH:23][CH:22]=1)=[O:18]. The yield is 0.850. The catalyst is ClCCl. The product is [CH2:20]([O:19][C:17](=[O:18])[NH:9][C:3]1[CH:4]=[CH:5][C:6]([F:8])=[CH:7][C:2]=1[F:1])[C:21]1[CH:26]=[CH:25][CH:24]=[CH:23][CH:22]=1. (4) The reactants are [CH2:1]1[O:4][C@@H:2]1[CH3:3].[O-]S(C(F)(F)F)(=O)=O.[Yb+3].[O-]S(C(F)(F)F)(=O)=O.[O-]S(C(F)(F)F)(=O)=O.[CH2:30]([CH2:33][NH2:34])[CH:31]=C.[H-].[Na+].[CH2:37]1OCCOCCOCCOCCOC1.[Cl:52][C:53]1[CH:54]=[C:55]([CH:68]=[CH:69][C:70]=1[O:71][CH2:72][C:73]1[CH:78]=[CH:77][CH:76]=[CH:75][N:74]=1)[NH:56][C:57]1[C:66]2[C:61](=[CH:62][CH:63]=[CH:64][C:65]=2F)[N:60]=[CH:59][N:58]=1. The catalyst is O1CCOCC1.C(O)(=O)C. The product is [CH2:33]([N:34]([CH3:37])[CH2:1][C@@H:2]([CH3:3])[O:4][C:65]1[CH:64]=[CH:63][CH:62]=[C:61]2[C:66]=1[C:57]([NH:56][C:55]1[CH:68]=[CH:69][C:70]([O:71][CH2:72][C:73]3[CH:78]=[CH:77][CH:76]=[CH:75][N:74]=3)=[C:53]([Cl:52])[CH:54]=1)=[N:58][CH:59]=[N:60]2)[CH:30]=[CH2:31]. The yield is 0.420. (5) The reactants are [F:1][CH2:2][CH2:3][N:4]1[C:16]2[CH2:15][CH2:14][CH2:13][CH:12]([C:17](Cl)=[O:18])[C:11]=2[C:10]2[C:5]1=[CH:6][CH:7]=[CH:8][C:9]=2[O:20][CH3:21].[CH2:22]([NH:24][CH2:25][CH3:26])[CH3:23]. The catalyst is ClCCl. The product is [CH2:22]([N:24]([CH2:25][CH3:26])[C:17]([CH:12]1[C:11]2[C:10]3[C:5](=[CH:6][CH:7]=[CH:8][C:9]=3[O:20][CH3:21])[N:4]([CH2:3][CH2:2][F:1])[C:16]=2[CH2:15][CH2:14][CH2:13]1)=[O:18])[CH3:23]. The yield is 0.580. (6) The reactants are [OH:1][C:2]([C:34]1[CH:39]=[CH:38][CH:37]=[CH:36][CH:35]=1)([C:28]1[CH:33]=[CH:32][CH:31]=[CH:30][CH:29]=1)[CH:3]1[CH2:8][CH2:7][N:6]([CH2:9][CH2:10][CH2:11][C:12]([C:14]2[CH:19]=[CH:18][C:17]([C:20]([CH3:27])([CH3:26])[C:21]([O:23]CC)=[O:22])=[CH:16][CH:15]=2)=[O:13])[CH2:5][CH2:4]1.[OH-].[Na+].[BH4-].[Na+].CC(C)=O.[ClH:48]. The catalyst is O.CO. The product is [OH2:1].[ClH:48].[OH:1][C:2]([C:34]1[CH:35]=[CH:36][CH:37]=[CH:38][CH:39]=1)([C:28]1[CH:29]=[CH:30][CH:31]=[CH:32][CH:33]=1)[CH:3]1[CH2:8][CH2:7][N:6]([CH2:9][CH2:10][CH2:11][CH:12]([C:14]2[CH:19]=[CH:18][C:17]([C:20]([CH3:27])([CH3:26])[C:21]([OH:23])=[O:22])=[CH:16][CH:15]=2)[OH:13])[CH2:5][CH2:4]1. The yield is 0.980. (7) The reactants are Br[C:2]1[CH:11]=[C:10]2[C:5]([CH:6]=[C:7]([NH:36][C:37](=[O:46])[O:38][CH2:39][C:40]3[CH:45]=[CH:44][CH:43]=[CH:42][CH:41]=3)[C:8]([C:12]([NH:14][C:15]3[CH:16]=[N:17][CH:18]=[CH:19][C:20]=3[N:21]3[CH2:26][C@H:25]([CH3:27])[CH2:24][C@H:23]([NH:28][C:29]([O:31][C:32]([CH3:35])([CH3:34])[CH3:33])=[O:30])[CH2:22]3)=[O:13])=[N:9]2)=[CH:4][CH:3]=1.[O-]P([O-])([O-])=O.[K+].[K+].[K+].O1CCOCC1.[CH3:61][N:62]1[CH2:67][CH:66]=[C:65](B2OC(C)(C)C(C)(C)O2)[CH2:64][CH2:63]1. The catalyst is C1(P(C2CCCCC2)C2C=CC=CC=2C2C(C(C)C)=CC(C(C)C)=CC=2C(C)C)CCCCC1.NC1C=CC=CC=1C1C=CC=CC=1[Pd]Cl.O. The product is [CH2:39]([O:38][C:37](=[O:46])[NH:36][C:7]1[C:8]([C:12]([NH:14][C:15]2[CH:16]=[N:17][CH:18]=[CH:19][C:20]=2[N:21]2[CH2:26][C@H:25]([CH3:27])[CH2:24][C@H:23]([NH:28][C:29]([O:31][C:32]([CH3:33])([CH3:34])[CH3:35])=[O:30])[CH2:22]2)=[O:13])=[N:9][C:10]2[C:5]([CH:6]=1)=[CH:4][CH:3]=[C:2]([C:65]1[CH2:66][CH2:67][N:62]([CH3:61])[CH2:63][CH:64]=1)[CH:11]=2)[C:40]1[CH:41]=[CH:42][CH:43]=[CH:44][CH:45]=1. The yield is 0.300.